From a dataset of CYP3A4 inhibition data for predicting drug metabolism from PubChem BioAssay. Regression/Classification. Given a drug SMILES string, predict its absorption, distribution, metabolism, or excretion properties. Task type varies by dataset: regression for continuous measurements (e.g., permeability, clearance, half-life) or binary classification for categorical outcomes (e.g., BBB penetration, CYP inhibition). Dataset: cyp3a4_veith. The drug is Cc1ncc(COP(=O)(O)O)c(C)c1O. The result is 0 (non-inhibitor).